Predict the product of the given reaction. From a dataset of Forward reaction prediction with 1.9M reactions from USPTO patents (1976-2016). The product is: [C:12](=[O:16])([O:5][CH2:4][CH:1]1[CH2:3][CH2:2]1)[O:13][CH2:14][Cl:15]. Given the reactants [CH:1]1([CH2:4][OH:5])[CH2:3][CH2:2]1.N1C=CC=CC=1.[C:12](Cl)(=[O:16])[O:13][CH2:14][Cl:15].C(OCC)C, predict the reaction product.